From a dataset of Catalyst prediction with 721,799 reactions and 888 catalyst types from USPTO. Predict which catalyst facilitates the given reaction. (1) Reactant: N#N.[CH3:3][C:4]1([C:9]2[CH:14]=[CH:13][N:12]=[C:11]([CH2:15][OH:16])[CH:10]=2)[O:8][CH2:7][CH2:6][O:5]1.CCN(CC)CC.[S:24](Cl)([CH3:27])(=[O:26])=[O:25]. Product: [CH3:3][C:4]1([C:9]2[CH:14]=[CH:13][N:12]=[C:11]([CH2:15][O:16][S:24]([CH3:27])(=[O:26])=[O:25])[CH:10]=2)[O:5][CH2:6][CH2:7][O:8]1. The catalyst class is: 64. (2) Reactant: [C:1]([C:4]1[CH:18]=[CH:17][CH:16]=[CH:15][C:5]=1[O:6][C:7]1[CH:12]=[N:11][NH:10][C:9](=[O:13])[C:8]=1Cl)(=[O:3])[CH3:2].C(O)=O.C([O-])=O.[NH4+]. Product: [C:1]([C:4]1[CH:18]=[CH:17][CH:16]=[CH:15][C:5]=1[O:6][C:7]1[CH:12]=[N:11][NH:10][C:9](=[O:13])[CH:8]=1)(=[O:3])[CH3:2]. The catalyst class is: 63. (3) Reactant: CCN=C=NCCCN(C)C.Cl.[NH:13]([C:20]([O:22][C:23]([CH3:26])([CH3:25])[CH3:24])=[O:21])[C:14]([C:17]([OH:19])=O)([CH3:16])[CH3:15].[NH2:27][C@H:28]([C:33]([NH:35][C:36]1[CH:41]=[CH:40][CH:39]=[CH:38][CH:37]=1)=[O:34])[CH2:29][CH:30]([CH3:32])[CH3:31]. Product: [NH:13]([C:20]([O:22][C:23]([CH3:26])([CH3:25])[CH3:24])=[O:21])[C:14]([C:17]([NH:27][C@H:28]([C:33]([NH:35][C:36]1[CH:41]=[CH:40][CH:39]=[CH:38][CH:37]=1)=[O:34])[CH2:29][CH:30]([CH3:32])[CH3:31])=[O:19])([CH3:15])[CH3:16]. The catalyst class is: 1. (4) Reactant: [Si:1]([O:8][CH2:9][CH2:10][CH2:11][CH2:12][NH:13][C:14]1[C:23]2[C:18](=[CH:19][CH:20]=[CH:21][CH:22]=2)[N:17]=[CH:16][C:15]=1[NH2:24])([C:4]([CH3:7])([CH3:6])[CH3:5])([CH3:3])[CH3:2].[CH:25](OCC)(OCC)OCC. Product: [Si:1]([O:8][CH2:9][CH2:10][CH2:11][CH2:12][N:13]1[C:14]2[C:23]3[CH:22]=[CH:21][CH:20]=[CH:19][C:18]=3[N:17]=[CH:16][C:15]=2[N:24]=[CH:25]1)([C:4]([CH3:7])([CH3:6])[CH3:5])([CH3:3])[CH3:2]. The catalyst class is: 11. (5) Product: [CH3:1][C:2]1[CH:11]=[C:10]([CH2:12][O:13][CH:14]2[CH2:15][CH2:16][N:17]([S:20](/[CH:23]=[CH:52]/[CH2:51][CH2:50][CH2:49][C:44]3[N:45]=[CH:46][CH:47]=[CH:48][N:43]=3)(=[O:22])=[O:21])[CH2:18][CH2:19]2)[C:9]2[C:4](=[CH:5][CH:6]=[CH:7][CH:8]=2)[N:3]=1. The catalyst class is: 1. Reactant: [CH3:1][C:2]1[CH:11]=[C:10]([CH2:12][O:13][CH:14]2[CH2:19][CH2:18][N:17]([S:20]([CH3:23])(=[O:22])=[O:21])[CH2:16][CH2:15]2)[C:9]2[C:4](=[CH:5][CH:6]=[CH:7][CH:8]=2)[N:3]=1.[Li+].C[Si]([N-][Si](C)(C)C)(C)C.P(Cl)(OCC)(OCC)=O.[N:43]1[CH:48]=[CH:47][CH:46]=[N:45][C:44]=1[CH2:49][CH2:50][CH2:51][CH:52]=O.[Cl-].[NH4+].